Dataset: Forward reaction prediction with 1.9M reactions from USPTO patents (1976-2016). Task: Predict the product of the given reaction. (1) Given the reactants [Cl:1][C:2]1[N:3]=[C:4]2[C:9](=[CH:10][CH:11]=1)[N:8]=[CH:7][C:6]([C:12](=[O:14])[CH3:13])=[C:5]2[NH:15][C@H:16]1[CH2:21][CH2:20][C@H:19]([CH2:22][N:23]([CH3:25])[CH3:24])[CH2:18][CH2:17]1.[OH:26][C:27]1[CH:32]=[CH:31][C:30](B(O)O)=[CH:29][CH:28]=1.C1(N)C(F)=C(F)C(F)=C(N)C=1F.[ClH:48].Cl, predict the reaction product. The product is: [ClH:1].[ClH:48].[CH3:24][N:23]([CH2:22][C@H:19]1[CH2:20][CH2:21][C@H:16]([NH:15][C:5]2[C:4]3[C:9](=[CH:10][CH:11]=[C:2]([C:30]4[CH:31]=[CH:32][C:27]([OH:26])=[CH:28][CH:29]=4)[N:3]=3)[N:8]=[CH:7][C:6]=2[C:12](=[O:14])[CH3:13])[CH2:17][CH2:18]1)[CH3:25]. (2) Given the reactants [CH:1](O)([CH2:21]N(S(C(C(C(C(F)(F)F)(F)F)(F)F)(F)F)(=O)=O)C)[CH2:2][N:3](S(C(C(C(C(F)(F)F)(F)F)(F)F)(F)F)(=O)=O)[CH3:4].C(N(CC)CC)C.[C:48]([Cl:52])(=O)[CH:49]=[CH2:50].CO[C:55]1[CH:60]=[CH:59][C:58](O)=[CH:57][CH:56]=1.[CH:62]1[C:75]2N[C:75]3[C:62](=[CH:63][CH:64]=CC=3)SC=2C=[CH:64][CH:63]=1.[CH3:76][CH2:77][C:78]([CH3:80])=[O:79], predict the reaction product. The product is: [CH3:4][N:3]1[CH:76]2[CH2:77][CH:78]([O:79][CH:64]([C:63]3[CH:62]=[CH:75][C:48]([Cl:52])=[CH:49][CH:50]=3)[C:55]3[CH:56]=[CH:57][CH:58]=[CH:59][CH:60]=3)[CH2:80][CH:2]1[CH2:1][CH2:21]2.[ClH:52].